From a dataset of Full USPTO retrosynthesis dataset with 1.9M reactions from patents (1976-2016). Predict the reactants needed to synthesize the given product. (1) Given the product [F:1][C:2]1[CH:7]=[CH:6][C:5]([NH:8][C:9](=[O:14])[C:10]([CH3:11])([CH3:12])[CH3:13])=[C:4]([CH2:22][CH2:23][OH:24])[C:3]=1[O:15][CH3:16], predict the reactants needed to synthesize it. The reactants are: [F:1][C:2]1[CH:7]=[CH:6][C:5]([NH:8][C:9](=[O:14])[C:10]([CH3:13])([CH3:12])[CH3:11])=[CH:4][C:3]=1[O:15][CH3:16].C([Li])CCC.[CH2:22]1[O:24][CH2:23]1. (2) Given the product [Br:1][C:2]1[CH:3]=[C:4]([O:9][CH3:10])[C:5]([Cl:8])=[CH:6][C:7]=1[S:12]([Cl:11])(=[O:14])=[O:13], predict the reactants needed to synthesize it. The reactants are: [Br:1][C:2]1[CH:7]=[CH:6][C:5]([Cl:8])=[C:4]([O:9][CH3:10])[CH:3]=1.[Cl:11][S:12](O)(=[O:14])=[O:13]. (3) Given the product [CH2:1]([NH:8][C:9]([N:11]1[C@H:16]2[CH2:17][N:18]([CH2:31][C:32]3[CH:37]=[CH:36][CH:35]=[C:34]([N:50]4[CH2:53][CH:52]([N:54]5[CH2:59][CH2:58][N:57]([CH3:60])[CH2:56][CH2:55]5)[CH2:51]4)[N:33]=3)[C:19](=[O:30])[C@H:20]([CH2:21][C:22]3[CH:27]=[CH:26][C:25]([OH:28])=[CH:24][C:23]=3[F:29])[N:15]2[C:14](=[O:39])[CH2:13][N:12]1[CH2:40][CH:41]=[CH2:42])=[O:10])[C:2]1[CH:3]=[CH:4][CH:5]=[CH:6][CH:7]=1, predict the reactants needed to synthesize it. The reactants are: [CH2:1]([NH:8][C:9]([N:11]1[C@H:16]2[CH2:17][N:18]([CH2:31][C:32]3[CH:37]=[CH:36][CH:35]=[C:34](F)[N:33]=3)[C:19](=[O:30])[C@H:20]([CH2:21][C:22]3[CH:27]=[CH:26][C:25]([OH:28])=[CH:24][C:23]=3[F:29])[N:15]2[C:14](=[O:39])[CH2:13][N:12]1[CH2:40][CH:41]=[CH2:42])=[O:10])[C:2]1[CH:7]=[CH:6][CH:5]=[CH:4][CH:3]=1.CN1C(=O)CCC1.[NH:50]1[CH2:53][CH:52]([N:54]2[CH2:59][CH2:58][N:57]([CH3:60])[CH2:56][CH2:55]2)[CH2:51]1.C(C1C=CC=CC=1)C1C=CC=CC=1. (4) Given the product [N:21]([C@H:13]1[C@H:11]2[C@H:10]([CH2:9][N:8]([CH2:1][C:2]3[CH:7]=[CH:6][CH:5]=[CH:4][CH:3]=3)[CH2:12]2)[CH2:15][CH2:14]1)=[N+:22]=[N-:23], predict the reactants needed to synthesize it. The reactants are: [CH2:1]([N:8]1[CH2:12][C@@H:11]2[C@@H:13](CS([O-])(=O)=O)[CH2:14][CH2:15][C@H:10]2[CH2:9]1)[C:2]1[CH:7]=[CH:6][CH:5]=[CH:4][CH:3]=1.[N-:21]=[N+:22]=[N-:23].[Na+]. (5) Given the product [CH2:1]([O:3][P:4]([CH:9]=[CH:10][CH:11]1[CH:18]([OH:17])[CH:14]([OH:15])[CH:13]([N:21]2[CH:29]=[N:28][C:27]3[C:26](=[O:30])[NH:25][C:24]([NH:31][C:32](=[O:36])[CH:33]([CH3:34])[CH3:35])=[N:23][C:22]2=3)[O:12]1)(=[O:8])[O:5][CH2:6][CH3:7])[CH3:2], predict the reactants needed to synthesize it. The reactants are: [CH2:1]([O:3][P:4]([CH:9]=[CH:10][CH:11]1[CH:18]2[CH:14]([O:15]C(C)(C)[O:17]2)[CH:13]([N:21]2[CH:29]=[N:28][C:27]3[C:26](=[O:30])[NH:25][C:24]([NH:31][C:32](=[O:36])[CH:33]([CH3:35])[CH3:34])=[N:23][C:22]2=3)[O:12]1)(=[O:8])[O:5][CH2:6][CH3:7])[CH3:2]. (6) Given the product [CH3:18][C:17]1[C:12]([NH:11][C:2]2[CH:7]=[CH:6][C:5]([N+:8]([O-:10])=[O:9])=[CH:4][CH:3]=2)=[N:13][CH:14]=[CH:15][CH:16]=1, predict the reactants needed to synthesize it. The reactants are: F[C:2]1[CH:7]=[CH:6][C:5]([N+:8]([O-:10])=[O:9])=[CH:4][CH:3]=1.[NH2:11][C:12]1[C:17]([CH3:18])=[CH:16][CH:15]=[CH:14][N:13]=1.C([O-])([O-])=O.[K+].[K+].CC(C)([O-])C.[K+].